This data is from Forward reaction prediction with 1.9M reactions from USPTO patents (1976-2016). The task is: Predict the product of the given reaction. (1) Given the reactants C(OC([NH:8][CH2:9][CH2:10][CH2:11][C@@H:12]([CH2:24][C:25]1[N:26]=[CH:27][N:28]2[C:37]3[C:32](=[CH:33][CH:34]=[CH:35][CH:36]=3)[CH2:31][CH2:30][C:29]=12)[C:13]([O:15][CH2:16][C:17]1[O:18][C:19](=[O:23])[O:20][C:21]=1[CH3:22])=[O:14])=O)(C)(C)C.[ClH:38], predict the reaction product. The product is: [ClH:38].[ClH:38].[NH2:8][CH2:9][CH2:10][CH2:11][C@@H:12]([CH2:24][C:25]1[N:26]=[CH:27][N:28]2[C:37]3[C:32](=[CH:33][CH:34]=[CH:35][CH:36]=3)[CH2:31][CH2:30][C:29]=12)[C:13]([O:15][CH2:16][C:17]1[O:18][C:19](=[O:23])[O:20][C:21]=1[CH3:22])=[O:14]. (2) Given the reactants [F:1][C:2]1[C:3]([O:34][CH2:35][O:36][CH2:37][CH2:38][Si:39]([CH3:42])([CH3:41])[CH3:40])=[CH:4][C:5]([CH2:29][C:30]([F:33])([F:32])[F:31])=[C:6]([C:8]2[N:13]=[CH:12][C:11]3[C:14]([C:25]([NH:27][CH3:28])=[O:26])=[N:15][N:16]([CH2:17][O:18][CH2:19][CH2:20][Si:21]([CH3:24])([CH3:23])[CH3:22])[C:10]=3[CH:9]=2)[CH:7]=1.O=P(Cl)(Cl)[Cl:45].O, predict the reaction product. The product is: [Cl:45][C:12]1[C:11]2[C:14]([C:25]([NH:27][CH3:28])=[O:26])=[N:15][N:16]([CH2:17][O:18][CH2:19][CH2:20][Si:21]([CH3:22])([CH3:23])[CH3:24])[C:10]=2[CH:9]=[C:8]([C:6]2[CH:7]=[C:2]([F:1])[C:3]([O:34][CH2:35][O:36][CH2:37][CH2:38][Si:39]([CH3:40])([CH3:41])[CH3:42])=[CH:4][C:5]=2[CH2:29][C:30]([F:32])([F:31])[F:33])[N:13]=1. (3) Given the reactants [NH:1]([C:3]1[N:4]=[C:5]2[CH:11]=[C:10]([C:12]3[C:20]4[C:15](=[CH:16][CH:17]=[C:18]([O:21][CH3:22])[CH:19]=4)[N:14]([CH3:23])[CH:13]=3)[N:9]([CH2:24][O:25][CH2:26][CH2:27][Si:28]([CH3:31])([CH3:30])[CH3:29])[C:6]2=[N:7][CH:8]=1)[NH2:2].C(Cl)Cl.[CH:35](=O)[CH3:36].N, predict the reaction product. The product is: [CH3:22][O:21][C:18]1[CH:19]=[C:20]2[C:15](=[CH:16][CH:17]=1)[N:14]([CH3:23])[CH:13]=[C:12]2[C:10]1[N:9]([CH2:24][O:25][CH2:26][CH2:27][Si:28]([CH3:30])([CH3:29])[CH3:31])[C:6]2[N:7]=[CH:8][C:3]3[N:4]([C:35]([CH3:36])=[N:2][N:1]=3)[C:5]=2[CH:11]=1. (4) Given the reactants [Br:1][C:2]1[CH:3]=[C:4]([CH2:8][CH2:9][NH2:10])[CH:5]=[CH:6][CH:7]=1.[C:11](O[C:11]([O:13][C:14]([CH3:17])([CH3:16])[CH3:15])=[O:12])([O:13][C:14]([CH3:17])([CH3:16])[CH3:15])=[O:12], predict the reaction product. The product is: [Br:1][C:2]1[CH:3]=[C:4]([CH2:8][CH2:9][NH:10][C:11](=[O:12])[O:13][C:14]([CH3:17])([CH3:16])[CH3:15])[CH:5]=[CH:6][CH:7]=1. (5) Given the reactants [OH:1][CH2:2][CH2:3][O:4][CH2:5][C:6]1[CH:7]=[C:8]([CH:11]=[CH:12][CH:13]=1)[C:9]#N.[OH:14]S(O)(=O)=O.[C:19](=O)([O-])[O-:20].[Na+].[Na+], predict the reaction product. The product is: [OH:1][CH2:2][CH2:3][O:4][CH2:5][C:6]1[CH:7]=[C:8]([CH:11]=[CH:12][CH:13]=1)[C:9]([O:20][CH3:19])=[O:14]. (6) Given the reactants C([N:8]1[C@@H:13]2[CH2:14][CH2:15][C@@:9]1([C:32]1[CH:37]=[CH:36][CH:35]=[CH:34][CH:33]=1)[C@H:10]([O:16][CH2:17][C:18]1[CH:23]=[C:22]([C:24]([F:27])([F:26])[F:25])[CH:21]=[C:20]([C:28]([F:31])([F:30])[F:29])[CH:19]=1)[CH2:11][CH2:12]2)C1C=CC=CC=1, predict the reaction product. The product is: [F:26][C:24]([F:25])([F:27])[C:22]1[CH:23]=[C:18]([CH2:17][O:16][C@@H:10]2[CH2:11][CH2:12][C@@H:13]3[NH:8][C@@:9]2([C:32]2[CH:33]=[CH:34][CH:35]=[CH:36][CH:37]=2)[CH2:15][CH2:14]3)[CH:19]=[C:20]([C:28]([F:31])([F:29])[F:30])[CH:21]=1. (7) Given the reactants [C:1]([C:5]1[O:6][C:7](=[O:12])[O:8][C:9]=1[CH2:10]O)([CH3:4])([CH3:3])[CH3:2].C(Br)(Br)(Br)[Br:14].C1(P(C2C=CC=CC=2)C2C=CC=CC=2)C=CC=CC=1, predict the reaction product. The product is: [Br:14][CH2:10][C:9]1[O:8][C:7](=[O:12])[O:6][C:5]=1[C:1]([CH3:4])([CH3:3])[CH3:2].